From a dataset of Choline transporter screen with 302,306 compounds. Binary Classification. Given a drug SMILES string, predict its activity (active/inactive) in a high-throughput screening assay against a specified biological target. (1) The compound is O1CCN(CC1)C(=O)COc1ccc(NC(=O)c2c(OC)ccc([N+]([O-])=O)c2)cc1. The result is 0 (inactive). (2) The compound is O(C(=O)CC(c1c2c(n(c1)C)cccc2)C#N)CC. The result is 0 (inactive).